From a dataset of Peptide-MHC class I binding affinity with 185,985 pairs from IEDB/IMGT. Regression. Given a peptide amino acid sequence and an MHC pseudo amino acid sequence, predict their binding affinity value. This is MHC class I binding data. (1) The peptide sequence is LNLVNRRAV. The MHC is H-2-Kb with pseudo-sequence H-2-Kb. The binding affinity (normalized) is 0.211. (2) The peptide sequence is YHLGGIEGL. The MHC is HLA-B48:01 with pseudo-sequence HLA-B48:01. The binding affinity (normalized) is 0.534. (3) The peptide sequence is FRYKSRCYV. The MHC is HLA-B44:02 with pseudo-sequence HLA-B44:02. The binding affinity (normalized) is 0.0847. (4) The MHC is HLA-A23:01 with pseudo-sequence HLA-A23:01. The binding affinity (normalized) is 0.0847. The peptide sequence is TMGPHPAGV. (5) The peptide sequence is TILATLNTL. The MHC is HLA-A02:01 with pseudo-sequence HLA-A02:01. The binding affinity (normalized) is 0.524. (6) The peptide sequence is VTIPQIGGM. The MHC is HLA-B44:02 with pseudo-sequence HLA-B44:02. The binding affinity (normalized) is 0.0847. (7) The MHC is HLA-B15:01 with pseudo-sequence HLA-B15:01. The binding affinity (normalized) is 0.959. The peptide sequence is ISFQQTNAM. (8) The peptide sequence is VVYRGTTTY. The MHC is HLA-B40:01 with pseudo-sequence HLA-B40:01. The binding affinity (normalized) is 0.0847. (9) The peptide sequence is SFGGASCCLY. The MHC is HLA-A33:01 with pseudo-sequence HLA-A33:01. The binding affinity (normalized) is 0.239. (10) The peptide sequence is FIHMVRCCK. The MHC is HLA-A33:01 with pseudo-sequence HLA-A33:01. The binding affinity (normalized) is 0.456.